From a dataset of Full USPTO retrosynthesis dataset with 1.9M reactions from patents (1976-2016). Predict the reactants needed to synthesize the given product. Given the product [F:7][C:8]1[CH:16]=[CH:15][C:11]([CH2:12][C:18]#[N:19])=[C:10]([OH:17])[CH:9]=1, predict the reactants needed to synthesize it. The reactants are: [H-].[H-].[H-].[H-].[Li+].[Al+3].[F:7][C:8]1[CH:16]=[CH:15][C:11]([C:12](O)=O)=[C:10]([OH:17])[CH:9]=1.[C-:18]#[N:19].[Na+].